This data is from Reaction yield outcomes from USPTO patents with 853,638 reactions. The task is: Predict the reaction yield, written as a fraction of the theoretical maximum amount of product (1.0 means a 100% yield; for example, 0.34 means a 34% yield). (1) The reactants are N[C@H](C(O)=O)CS.C1(=O)NC(=O)C=C1.[OH:15][C:16]([CH2:18][CH2:19][CH2:20][CH2:21][C@H:22]1[C@@H:30]2[C@@H:25]([NH:26][C:27]([NH:29]2)=[O:28])[CH2:24][S:23]1)=[O:17]. No catalyst specified. The product is [OH:17][C:16]([CH2:18][CH2:19][CH2:20][CH2:21][C@H:22]1[C@@H:30]2[C@@H:25]([NH:26][C:27]([NH:29]2)=[O:28])[CH2:24][S:23]1)=[O:15]. The yield is 1.00. (2) The reactants are [F:1][C:2]1[CH:7]=[CH:6][CH:5]=[CH:4][C:3]=1[C:8]1[C:14]2[CH:15]=[CH:16][CH:17]=[C:18]([CH3:19])[C:13]=2[N:12]([CH2:20][C:21]([C:23]([CH3:26])([CH3:25])[CH3:24])=[O:22])[C:11](=[O:27])[CH:10]([NH:28]C(OC(C)(C)C)=O)[N:9]=1.Cl.C(=O)(O)[O-].[Na+]. The catalyst is C(OCC)(=O)C. The product is [NH2:28][CH:10]1[N:9]=[C:8]([C:3]2[CH:4]=[CH:5][CH:6]=[CH:7][C:2]=2[F:1])[C:14]2[CH:15]=[CH:16][CH:17]=[C:18]([CH3:19])[C:13]=2[N:12]([CH2:20][C:21]([C:23]([CH3:25])([CH3:24])[CH3:26])=[O:22])[C:11]1=[O:27]. The yield is 0.971. (3) The reactants are Cl[C:2]1[CH:3]=[C:4]([F:9])[C:5]([F:8])=[N:6][CH:7]=1.CC(C1C=C(C(C)C)C(C2C=CC=CC=2P(C2CCCCC2)C2CCCCC2)=C(C(C)C)C=1)C.[CH3:44][C:45]1[CH:49]=[C:48]([Sn](C)(C)C)[S:47][N:46]=1. The catalyst is O1CCOCC1.C([O-])(=O)C.[Pd+2].C([O-])(=O)C. The product is [F:8][C:5]1[C:4]([F:9])=[CH:3][C:2]([C:48]2[S:47][N:46]=[C:45]([CH3:44])[CH:49]=2)=[CH:7][N:6]=1. The yield is 0.980. (4) The yield is 0.370. The reactants are CCN(S(F)(F)[F:7])CC.O[CH2:11][CH:12]([CH3:28])[CH2:13][C@@H:14]1[CH2:18][N:17]([C@H:19]([C:21]2[CH:26]=[CH:25][CH:24]=[CH:23][CH:22]=2)[CH3:20])[C:16](=[O:27])[CH2:15]1. The product is [F:7][CH2:11][CH:12]([CH3:28])[CH2:13][C@@H:14]1[CH2:18][N:17]([C@H:19]([C:21]2[CH:26]=[CH:25][CH:24]=[CH:23][CH:22]=2)[CH3:20])[C:16](=[O:27])[CH2:15]1. The catalyst is C(Cl)Cl. (5) The reactants are C(OC(=O)C)C.[ClH:7].[N+:8]([C:11]1[CH:16]=[CH:15][CH:14]=[CH:13][C:12]=1[S:17]([N:20]([CH2:42][CH2:43][C:44]1[CH:45]=[N:46][CH:47]=[CH:48][CH:49]=1)[CH2:21][CH2:22][CH2:23][O:24][C:25]1[CH:41]=[CH:40][C:28]2[N:29]([CH3:39])[C:30](=[O:38])[C:31]([CH3:37])([CH3:36])[C:32](=[O:35])[N:33]([CH3:34])[C:27]=2[CH:26]=1)(=[O:19])=[O:18])([O-:10])=[O:9]. The catalyst is C(OCC)(=O)C. The product is [ClH:7].[N+:8]([C:11]1[CH:16]=[CH:15][CH:14]=[CH:13][C:12]=1[S:17]([N:20]([CH2:42][CH2:43][C:44]1[CH:45]=[N:46][CH:47]=[CH:48][CH:49]=1)[CH2:21][CH2:22][CH2:23][O:24][C:25]1[CH:41]=[CH:40][C:28]2[N:29]([CH3:39])[C:30](=[O:38])[C:31]([CH3:36])([CH3:37])[C:32](=[O:35])[N:33]([CH3:34])[C:27]=2[CH:26]=1)(=[O:18])=[O:19])([O-:10])=[O:9]. The yield is 0.650. (6) The reactants are [CH3:1][N:2]1[CH:6]=[C:5]([C:7]2[C:12]3[C:13](=[O:16])[NH:14][CH2:15][C:11]=3[CH:10]=[C:9]([NH:17][C@@H:18]3[CH2:23][CH2:22][CH2:21][CH2:20][C@@H:19]3[NH:24][C:25](=[O:31])[O:26][C:27]([CH3:30])([CH3:29])[CH3:28])[N:8]=2)[CH:4]=[N:3]1.[Br:32]N1C(=O)CCC1=O. The catalyst is C(Cl)Cl. The product is [Br:32][C:10]1[C:11]2[CH2:15][NH:14][C:13](=[O:16])[C:12]=2[C:7]([C:5]2[CH:4]=[N:3][N:2]([CH3:1])[CH:6]=2)=[N:8][C:9]=1[NH:17][C@@H:18]1[CH2:23][CH2:22][CH2:21][CH2:20][C@@H:19]1[NH:24][C:25](=[O:31])[O:26][C:27]([CH3:28])([CH3:30])[CH3:29]. The yield is 0.930. (7) The reactants are [F:1][C:2]1[CH:7]=[CH:6][CH:5]=[C:4](F)[C:3]=1[N+:9]([O-:11])=[O:10].[NH3:12].CO. The catalyst is O. The product is [F:1][C:2]1[C:3]([N+:9]([O-:11])=[O:10])=[C:4]([CH:5]=[CH:6][CH:7]=1)[NH2:12]. The yield is 0.510. (8) The reactants are [NH:1]1[CH2:6][CH2:5][CH2:4][CH2:3][C@@H:2]1[C:7]([OH:9])=[O:8].[C:10](O[C:10]([O:12][C:13]([CH3:16])([CH3:15])[CH3:14])=[O:11])([O:12][C:13]([CH3:16])([CH3:15])[CH3:14])=[O:11].C(N(CC)CC)C. The catalyst is O.O1CCOCC1. The product is [C:13]([O:12][C:10]([N:1]1[CH2:6][CH2:5][CH2:4][CH2:3][C@@H:2]1[C:7]([OH:9])=[O:8])=[O:11])([CH3:16])([CH3:15])[CH3:14]. The yield is 0.830. (9) The reactants are [CH3:1][O:2][C:3](=[O:16])[C:4]1[CH:9]=[C:8]([N+:10]([O-:12])=[O:11])[CH:7]=[C:6]([N+:13]([O-])=O)[CH:5]=1.C(N(CC)CC)C.C(O)=O. The catalyst is CC#N.[Pd]. The product is [CH3:1][O:2][C:3](=[O:16])[C:4]1[CH:9]=[C:8]([N+:10]([O-:12])=[O:11])[CH:7]=[C:6]([NH2:13])[CH:5]=1. The yield is 0.590. (10) The reactants are [CH2:1]1CN([P+](ON2N=NC3C=CC=CC2=3)(N2CCCC2)N2CCCC2)C[CH2:2]1.F[P-](F)(F)(F)(F)F.[Br:34][C:35]1[S:36][C:37]([NH:43][C:44]([O:46][C:47]([CH3:50])([CH3:49])[CH3:48])=[O:45])=[C:38]([C:40]([OH:42])=O)[N:39]=1.[NH2:51][C:52]1[CH:53]=[N:54][N:55]([CH3:72])[C:56]=1[N:57]1[CH2:62][CH2:61][CH:60]([CH2:63][NH:64][C:65](=[O:71])[O:66][C:67]([CH3:70])(C)C)[CH2:59][CH2:58]1.CCN(C(C)C)C(C)C. The catalyst is C(Cl)Cl. The product is [CH2:67]([O:66][C:65]([NH:64][CH2:63][CH:60]1[CH2:59][CH2:58][N:57]([C:56]2[N:55]([CH3:72])[N:54]=[CH:53][C:52]=2[NH:51][C:40]([C:38]2[N:39]=[C:35]([Br:34])[S:36][C:37]=2[NH:43][C:44](=[O:45])[O:46][C:47]([CH3:50])([CH3:49])[CH3:48])=[O:42])[CH2:62][CH2:61]1)=[O:71])[CH2:70][CH2:1][CH3:2]. The yield is 0.960.